Dataset: Forward reaction prediction with 1.9M reactions from USPTO patents (1976-2016). Task: Predict the product of the given reaction. (1) The product is: [C:12]1([S:18][C:2]2[CH:3]=[C:4]3[C:8](=[CH:9][CH:10]=2)[C:7](=[O:11])[CH2:6][CH2:5]3)[CH:17]=[CH:16][CH:15]=[CH:14][CH:13]=1. Given the reactants F[C:2]1[CH:3]=[C:4]2[C:8](=[CH:9][CH:10]=1)[C:7](=[O:11])[CH2:6][CH2:5]2.[C:12]1([SH:18])[CH:17]=[CH:16][CH:15]=[CH:14][CH:13]=1.C(=O)([O-])[O-].[K+].[K+], predict the reaction product. (2) Given the reactants [CH3:1][C@@:2]1([CH2:13][N:14]2[CH2:19][CH2:18][N:17]([C:20]([O:22]C(C)(C)C)=O)[CH2:16][CH2:15]2)[O:6][C:5]2=[N:7][C:8]([N+:10]([O-:12])=[O:11])=[CH:9][N:4]2[CH2:3]1.FC(F)(F)C(O)=O.C(N(CC)CC)C.[F:41][C:42]([F:54])([F:53])[C:43]1[CH:48]=[CH:47][C:46]([CH:49]=[CH:50][CH2:51][NH2:52])=[CH:45][CH:44]=1.C(N1C=CN=C1)(N1C=CN=C1)=O, predict the reaction product. The product is: [F:41][C:42]([F:53])([F:54])[C:43]1[CH:44]=[CH:45][C:46]([CH:49]=[CH:50][CH2:51][NH:52][C:20]([N:17]2[CH2:18][CH2:19][N:14]([CH2:13][C@:2]3([CH3:1])[O:6][C:5]4=[N:7][C:8]([N+:10]([O-:12])=[O:11])=[CH:9][N:4]4[CH2:3]3)[CH2:15][CH2:16]2)=[O:22])=[CH:47][CH:48]=1.